The task is: Regression. Given a peptide amino acid sequence and an MHC pseudo amino acid sequence, predict their binding affinity value. This is MHC class I binding data.. This data is from Peptide-MHC class I binding affinity with 185,985 pairs from IEDB/IMGT. (1) The peptide sequence is GYAFEHIVY. The MHC is Patr-A0901 with pseudo-sequence Patr-A0901. The binding affinity (normalized) is 0. (2) The peptide sequence is GEGSGARLL. The MHC is HLA-B40:01 with pseudo-sequence HLA-B40:01. The binding affinity (normalized) is 0.479. (3) The peptide sequence is KQQQIHALF. The MHC is HLA-A02:01 with pseudo-sequence HLA-A02:01. The binding affinity (normalized) is 0.104. (4) The peptide sequence is KALMQLTTK. The MHC is HLA-A68:01 with pseudo-sequence HLA-A68:01. The binding affinity (normalized) is 0.199. (5) The peptide sequence is SMRRSRPSGDL. The MHC is Mamu-B08 with pseudo-sequence Mamu-B08. The binding affinity (normalized) is 0.215. (6) The peptide sequence is LAAPPPQRA. The MHC is HLA-B15:01 with pseudo-sequence HLA-B15:01. The binding affinity (normalized) is 0.125.